From a dataset of Peptide-MHC class I binding affinity with 185,985 pairs from IEDB/IMGT. Regression. Given a peptide amino acid sequence and an MHC pseudo amino acid sequence, predict their binding affinity value. This is MHC class I binding data. (1) The peptide sequence is AEILPDTTYL. The MHC is HLA-B40:02 with pseudo-sequence HLA-B40:02. The binding affinity (normalized) is 0.575. (2) The peptide sequence is AFADLTVVF. The MHC is H-2-Kd with pseudo-sequence H-2-Kd. The binding affinity (normalized) is 0.0375. (3) The peptide sequence is WAIQCYTGV. The MHC is HLA-A26:01 with pseudo-sequence HLA-A26:01. The binding affinity (normalized) is 0.0847. (4) The peptide sequence is SMTENVEEDL. The MHC is HLA-A02:01 with pseudo-sequence HLA-A02:01. The binding affinity (normalized) is 0.388. (5) The peptide sequence is RMIESRMSK. The MHC is HLA-A69:01 with pseudo-sequence HLA-A69:01. The binding affinity (normalized) is 0.0847. (6) The peptide sequence is LVKTESWIL. The MHC is HLA-B07:02 with pseudo-sequence HLA-B07:02. The binding affinity (normalized) is 0.0847. (7) The peptide sequence is AERGPGQML. The MHC is HLA-B57:01 with pseudo-sequence HLA-B57:01. The binding affinity (normalized) is 0. (8) The peptide sequence is MLHNPTSET. The MHC is HLA-A68:02 with pseudo-sequence HLA-A68:02. The binding affinity (normalized) is 0.320. (9) The peptide sequence is QTHFPQFYW. The MHC is HLA-A30:01 with pseudo-sequence HLA-A30:01. The binding affinity (normalized) is 0.182.